This data is from Forward reaction prediction with 1.9M reactions from USPTO patents (1976-2016). The task is: Predict the product of the given reaction. (1) Given the reactants [F:1][C:2]1([F:20])[CH2:7][CH2:6][NH:5][CH:4]([CH2:8][N:9]2[C:17](=O)C3C(=CC=CC=3)C2=O)[CH2:3]1.[CH3:21][C:22]1[CH:23]=[CH:24][C:25]([C:31]2[N:36]=[CH:35][CH:34]=[CH:33][N:32]=2)=[C:26]([CH:30]=1)[C:27]([OH:29])=O.ClC1[N:43]=[CH:42][C:41]([C:44]([F:47])([F:46])[F:45])=[CH:40][N:39]=1, predict the reaction product. The product is: [F:20][C:2]1([F:1])[CH2:7][CH2:6][N:5]([C:27]([C:26]2[CH:30]=[C:22]([CH3:21])[CH:23]=[CH:24][C:25]=2[C:31]2[N:36]=[CH:35][CH:34]=[CH:33][N:32]=2)=[O:29])[C@H:4]([CH2:8][NH:9][C:17]2[N:43]=[CH:42][C:41]([C:44]([F:47])([F:46])[F:45])=[CH:40][N:39]=2)[CH2:3]1. (2) Given the reactants [NH:1]1[C:9]2[C:4](=[CH:5][CH:6]=[CH:7][CH:8]=2)[C:3]([CH2:10][CH2:11][NH:12][CH2:13][C:14]2[CH:19]=[CH:18][C:17]([I:20])=[CH:16][CH:15]=2)=[CH:2]1.Br[CH2:22][CH2:23][O:24][Si:25]([C:28]([CH3:31])([CH3:30])[CH3:29])([CH3:27])[CH3:26].CCN(C(C)C)C(C)C, predict the reaction product. The product is: [NH:1]1[C:9]2[C:4](=[CH:5][CH:6]=[CH:7][CH:8]=2)[C:3]([CH2:10][CH2:11][N:12]([CH2:13][C:14]2[CH:15]=[CH:16][C:17]([I:20])=[CH:18][CH:19]=2)[CH2:22][CH2:23][O:24][Si:25]([C:28]([CH3:31])([CH3:30])[CH3:29])([CH3:27])[CH3:26])=[CH:2]1.